This data is from Forward reaction prediction with 1.9M reactions from USPTO patents (1976-2016). The task is: Predict the product of the given reaction. (1) Given the reactants [Cl:1][C:2]1[CH:3]=[C:4]([C:10](=[O:18])/[CH:11]=[CH:12]/[C:13]([O:15]CC)=O)[CH:5]=[CH:6][C:7]=1[O:8][CH3:9].[C:19]1([Mg]Br)[CH:24]=[CH:23][CH:22]=[CH:21][CH:20]=1.[Cl-].[NH4+], predict the reaction product. The product is: [Cl:1][C:2]1[CH:3]=[C:4]([C:10](=[O:18])/[CH:11]=[CH:12]/[C:13]([C:19]2[CH:24]=[CH:23][CH:22]=[CH:21][CH:20]=2)=[O:15])[CH:5]=[CH:6][C:7]=1[O:8][CH3:9]. (2) The product is: [N:1]1([C:6]2[CH:31]=[CH:30][C:9]([CH2:10][C:11]3[C:12]([CH3:29])=[CH:13][C:14]([CH:32]=[CH2:33])=[C:15]([CH:20]=3)[C:16]([O:18][CH3:19])=[O:17])=[CH:8][CH:7]=2)[CH:5]=[CH:4][CH:3]=[N:2]1. Given the reactants [N:1]1([C:6]2[CH:31]=[CH:30][C:9]([CH2:10][C:11]3[C:12]([CH3:29])=[CH:13][C:14](OS(C(F)(F)F)(=O)=O)=[C:15]([CH:20]=3)[C:16]([O:18][CH3:19])=[O:17])=[CH:8][CH:7]=2)[CH:5]=[CH:4][CH:3]=[N:2]1.[CH2:32](C([Sn])=C(CCCC)CCCC)[CH2:33]CC.[Cl-].[Li+].[F-].[K+], predict the reaction product. (3) The product is: [CH2:34]([O:36][C:37](=[O:54])[CH2:38][C:39]1[CH:44]=[C:43]([C:13]2[CH:14]=[CH:15][C:16]([C:18]([F:21])([F:19])[F:20])=[CH:17][C:12]=2[CH2:11][N:10]([C:9]([O:8][CH2:1][C:2]2[CH:7]=[CH:6][CH:5]=[CH:4][CH:3]=2)=[O:33])[CH2:31][CH3:32])[CH:42]=[C:41]([F:53])[CH:40]=1)[CH3:35]. Given the reactants [CH2:1]([O:8][C:9](=[O:33])[N:10]([CH2:31][CH3:32])[CH2:11][C:12]1[CH:17]=[C:16]([C:18]([F:21])([F:20])[F:19])[CH:15]=[CH:14][C:13]=1B1OC(C)(C)C(C)(C)O1)[C:2]1[CH:7]=[CH:6][CH:5]=[CH:4][CH:3]=1.[CH2:34]([O:36][C:37](=[O:54])[CH2:38][C:39]1[CH:44]=[C:43](OS(C(F)(F)F)(=O)=O)[CH:42]=[C:41]([F:53])[CH:40]=1)[CH3:35], predict the reaction product. (4) Given the reactants [N:1]1[CH:6]=[CH:5][CH:4]=[CH:3][C:2]=1[NH:7][C:8]([N:10]1[C@@H:16]2[CH2:17][N:13]([CH2:14][CH2:15]2)[C:12]2[CH:18]=[CH:19][C:20]([C:22](O)=[O:23])=[N:21][C:11]1=2)=[O:9].CN(C(ON1N=[N:40][C:35]2[CH:36]=[CH:37][CH:38]=N[C:34]1=2)=[N+](C)C)C.F[P-](F)(F)(F)(F)F.CCN(C(C)C)C(C)C.[O:58]1CCC(N)CC1, predict the reaction product. The product is: [N:1]1[CH:6]=[CH:5][CH:4]=[CH:3][C:2]=1[NH:7][C:8]([N:10]1[C@@H:16]2[CH2:17][N:13]([CH2:14][CH2:15]2)[C:12]2[CH:18]=[CH:19][C:20]([C:22]([NH:40][CH:35]3[CH2:36][CH2:37][CH2:38][O:58][CH2:34]3)=[O:23])=[N:21][C:11]1=2)=[O:9].